This data is from Forward reaction prediction with 1.9M reactions from USPTO patents (1976-2016). The task is: Predict the product of the given reaction. (1) Given the reactants C(OC([N:8]1[CH2:13][CH2:12][N:11]([S:14]([CH3:17])(=[O:16])=[O:15])[C@@H:10]([CH3:18])[CH2:9]1)=O)(C)(C)C.[ClH:19], predict the reaction product. The product is: [ClH:19].[CH3:17][S:14]([N:11]1[CH2:12][CH2:13][NH:8][CH2:9][C@@H:10]1[CH3:18])(=[O:15])=[O:16]. (2) Given the reactants [CH:1]1([C@@H:4]([NH:6][C:7]2[N:12]=[C:11]([C:13]3[CH:14]=[C:15]([CH:18]=O)[S:16][CH:17]=3)[CH:10]=[N:9][CH:8]=2)[CH3:5])[CH2:3][CH2:2]1.[S:20]1[CH2:24][C:23](=[O:25])[NH:22][C:21]1=[O:26].N1CCCCC1, predict the reaction product. The product is: [CH:1]1([C@@H:4]([NH:6][C:7]2[N:12]=[C:11]([C:13]3[CH:14]=[C:15](/[CH:18]=[C:24]4/[C:23](=[O:25])[NH:22][C:21](=[O:26])[S:20]/4)[S:16][CH:17]=3)[CH:10]=[N:9][CH:8]=2)[CH3:5])[CH2:2][CH2:3]1. (3) Given the reactants [F:1][C:2]1[CH:3]=[C:4]([C:21]2[CH2:25][CH:24]([CH2:26][O:27][C:28]3[CH:32]=[CH:31][O:30][N:29]=3)[O:23][N:22]=2)[CH:5]=[CH:6][C:7]=1[N:8]1[CH2:13][CH2:12][N:11]([C:14](=[O:20])[CH2:15][O:16]C(=O)C)[CH2:10][CH2:9]1.N, predict the reaction product. The product is: [F:1][C:2]1[CH:3]=[C:4]([C:21]2[CH2:25][CH:24]([CH2:26][O:27][C:28]3[CH:32]=[CH:31][O:30][N:29]=3)[O:23][N:22]=2)[CH:5]=[CH:6][C:7]=1[N:8]1[CH2:13][CH2:12][N:11]([C:14](=[O:20])[CH2:15][OH:16])[CH2:10][CH2:9]1. (4) Given the reactants [CH3:1][N:2]([CH3:16])[C:3]1[CH:4]=[CH:5][C:6]2[C:13](=[O:14])[CH2:12][CH2:11][CH2:10][CH:9]=C[C:7]=2[CH:15]=1, predict the reaction product. The product is: [CH3:16][N:2]([CH3:1])[C:3]1[CH:15]=[CH:7][C:6]2[C:13](=[O:14])[CH2:12][CH2:11][CH2:10][CH2:9][C:5]=2[CH:4]=1. (5) Given the reactants [N:1]1[CH:6]=[CH:5][CH:4]=[C:3]([C:7]2[CH:12]=[CH:11][C:10]([OH:13])=[CH:9][CH:8]=2)[CH:2]=1.[C:14]([O:18][C:19]([N:21]1[CH2:25][CH2:24][CH2:23][C@@H:22]1[CH2:26][O:27][C:28]1[CH:33]=[CH:32][C:31](I)=[CH:30][CH:29]=1)=[O:20])([CH3:17])([CH3:16])[CH3:15].C(=O)([O-])[O-].[Cs+].[Cs+].Cl.CN(C)CC(O)=O, predict the reaction product. The product is: [C:14]([O:18][C:19]([N:21]1[CH2:25][CH2:24][CH2:23][C@@H:22]1[CH2:26][O:27][C:28]1[CH:29]=[CH:30][C:31]([O:13][C:10]2[CH:11]=[CH:12][C:7]([C:3]3[CH:2]=[N:1][CH:6]=[CH:5][CH:4]=3)=[CH:8][CH:9]=2)=[CH:32][CH:33]=1)=[O:20])([CH3:17])([CH3:15])[CH3:16]. (6) Given the reactants [N:1]1[C:10]2[C:5](=[CH:6][CH:7]=[CH:8][CH:9]=2)[CH:4]=[C:3](B(O)O)[CH:2]=1.Cl[C:15]1[N:20]=[C:19]([C:21]2[NH:29][C:28]3[C:27]4([CH2:33][CH2:32][N:31](C(OC(C)(C)C)=O)[CH2:30]4)[CH2:26][NH:25][C:24](=[O:41])[C:23]=3[CH:22]=2)[CH:18]=[CH:17][N:16]=1.C([O-])([O-])=O.[K+].[K+].C1(C)C=CC=CC=1, predict the reaction product. The product is: [N:1]1[C:10]2[C:5](=[CH:6][CH:7]=[CH:8][CH:9]=2)[CH:4]=[C:3]([C:15]2[N:20]=[C:19]([C:21]3[NH:29][C:28]4[C:27]5([CH2:33][CH2:32][NH:31][CH2:30]5)[CH2:26][NH:25][C:24](=[O:41])[C:23]=4[CH:22]=3)[CH:18]=[CH:17][N:16]=2)[CH:2]=1.